Task: Predict the product of the given reaction.. Dataset: Forward reaction prediction with 1.9M reactions from USPTO patents (1976-2016) (1) Given the reactants [Cl:1][C:2]1[CH:7]=[CH:6][C:5]([N+:8]([O-])=O)=[CH:4][C:3]=1[C:11]1[NH:12][C:13]([C:16]2[CH:21]=[CH:20][CH:19]=[CH:18][CH:17]=2)=[CH:14][N:15]=1, predict the reaction product. The product is: [Cl:1][C:2]1[CH:7]=[CH:6][C:5]([NH2:8])=[CH:4][C:3]=1[C:11]1[NH:12][C:13]([C:16]2[CH:21]=[CH:20][CH:19]=[CH:18][CH:17]=2)=[CH:14][N:15]=1. (2) Given the reactants C(OC(=O)[NH:7][C:8]1[CH2:9][O:10][CH2:11][C:12]([C:15]2[CH:20]=[CH:19][CH:18]=[C:17]([C:21]3[CH:22]=[N:23][CH:24]=[C:25]([C:27]#[N:28])[CH:26]=3)[CH:16]=2)([CH3:14])[N:13]=1)(C)(C)C.[F:30][C:31]([F:36])([F:35])[C:32]([OH:34])=[O:33], predict the reaction product. The product is: [F:30][C:31]([F:36])([F:35])[C:32]([OH:34])=[O:33].[NH2:7][C:8]1[CH2:9][O:10][CH2:11][C:12]([C:15]2[CH:16]=[C:17]([C:21]3[CH:22]=[N:23][CH:24]=[C:25]([CH:26]=3)[C:27]#[N:28])[CH:18]=[CH:19][CH:20]=2)([CH3:14])[N:13]=1. (3) Given the reactants [CH3:1][O:2][C:3]1[CH:8]=[C:7]([N+:9]([O-])=O)[CH:6]=[CH:5][C:4]=1[N:12]1[CH2:16][CH2:15][C@@H:14]([O:17][Si:18]([CH:25]([CH3:27])[CH3:26])([CH:22]([CH3:24])[CH3:23])[CH:19]([CH3:21])[CH3:20])[CH2:13]1, predict the reaction product. The product is: [CH3:1][O:2][C:3]1[CH:8]=[C:7]([NH2:9])[CH:6]=[CH:5][C:4]=1[N:12]1[CH2:16][CH2:15][C@@H:14]([O:17][Si:18]([CH:22]([CH3:24])[CH3:23])([CH:25]([CH3:27])[CH3:26])[CH:19]([CH3:21])[CH3:20])[CH2:13]1. (4) Given the reactants C([O:3][C:4]([C:6]1[CH:7]=[C:8]([CH:14]=[CH:15][CH:16]=1)[O:9][CH2:10][C:11]([OH:13])=O)=[O:5])C.[NH2:17][CH2:18][CH:19]([OH:22])[CH2:20][NH2:21], predict the reaction product. The product is: [OH:22][CH:19]([CH2:20][NH:21][C:11](=[O:13])[CH2:10][O:9][C:8]1[CH:7]=[C:6]([CH:16]=[CH:15][CH:14]=1)[C:4]([OH:3])=[O:5])[CH2:18][NH:17][C:11](=[O:13])[CH2:10][O:9][C:8]1[CH:7]=[C:6]([CH:16]=[CH:15][CH:14]=1)[C:4]([OH:5])=[O:3]. (5) Given the reactants [Cl:1][C:2]1[CH:10]=[CH:9][C:5]([C:6]([OH:8])=[O:7])=[CH:4][C:3]=1[S:11](Cl)(=[O:13])=[O:12].CCN(CC)CC.[C:22]([O:26][C:27]([N:29]1[CH2:34][CH2:33][NH:32][CH2:31][CH2:30]1)=[O:28])([CH3:25])([CH3:24])[CH3:23], predict the reaction product. The product is: [C:22]([O:26][C:27]([N:29]1[CH2:34][CH2:33][N:32]([S:11]([C:3]2[CH:4]=[C:5]([CH:9]=[CH:10][C:2]=2[Cl:1])[C:6]([OH:8])=[O:7])(=[O:13])=[O:12])[CH2:31][CH2:30]1)=[O:28])([CH3:25])([CH3:23])[CH3:24]. (6) The product is: [OH:6][C:7]1[CH:8]=[C:9]([CH3:16])[C:10]([CH:11]=[O:12])=[C:13]([CH3:15])[CH:14]=1. Given the reactants C([Si](C)(C)[O:6][C:7]1[CH:14]=[C:13]([CH3:15])[C:10]([CH:11]=[O:12])=[C:9]([CH3:16])[CH:8]=1)(C)(C)C.CCCC[N+](CCCC)(CCCC)CCCC.[F-], predict the reaction product. (7) Given the reactants [H-].[Na+].[Cl:3][C:4]1[CH:9]=[CH:8][C:7](/[C:10](/[C:21]2[CH:26]=[CH:25][C:24]([OH:27])=[CH:23][CH:22]=2)=[C:11](/[C:15]2[CH:20]=[CH:19][CH:18]=[CH:17][CH:16]=2)\[CH2:12][CH2:13][OH:14])=[CH:6][CH:5]=1.[O:28]1[CH2:33][CH2:32][CH2:31][CH2:30][CH:29]1[O:34][CH2:35][CH2:36][O:37][CH2:38][CH2:39]Cl.[Cl-].[NH4+], predict the reaction product. The product is: [Cl:3][C:4]1[CH:9]=[CH:8][C:7](/[C:10](/[C:21]2[CH:22]=[CH:23][C:24]([O:27][CH2:39][CH2:38][O:37][CH2:36][CH2:35][O:34][CH:29]3[CH2:30][CH2:31][CH2:32][CH2:33][O:28]3)=[CH:25][CH:26]=2)=[C:11](/[C:15]2[CH:20]=[CH:19][CH:18]=[CH:17][CH:16]=2)\[CH2:12][CH2:13][OH:14])=[CH:6][CH:5]=1. (8) The product is: [Cl:24][C:21]1[CH:20]=[CH:19][C:18]([C:12]2[C:11]3[CH2:10][CH2:9][NH:8][CH2:17][CH2:16][C:15]=3[N:14]([CH2:25][CH:26]([CH3:28])[CH3:27])[N:13]=2)=[CH:23][CH:22]=1. Given the reactants C(OC([N:8]1[CH2:17][CH2:16][C:15]2[NH:14][N:13]=[C:12]([C:18]3[CH:23]=[CH:22][C:21]([Cl:24])=[CH:20][CH:19]=3)[C:11]=2[CH2:10][CH2:9]1)=O)(C)(C)C.[CH2:25](Br)[CH:26]([CH3:28])[CH3:27].C(OC(N1CCC2C(=C(C3C=CC(Cl)=CC=3)N(CC(C)C)N=2)CC1)=O)(C)(C)C, predict the reaction product.